Regression. Given two drug SMILES strings and cell line genomic features, predict the synergy score measuring deviation from expected non-interaction effect. From a dataset of NCI-60 drug combinations with 297,098 pairs across 59 cell lines. Cell line: SF-295. Drug 1: C1=CN(C(=O)N=C1N)C2C(C(C(O2)CO)O)O.Cl. Drug 2: CC(C)(C#N)C1=CC(=CC(=C1)CN2C=NC=N2)C(C)(C)C#N. Synergy scores: CSS=-1.73, Synergy_ZIP=-1.55, Synergy_Bliss=-1.72, Synergy_Loewe=-5.79, Synergy_HSA=-4.74.